This data is from Full USPTO retrosynthesis dataset with 1.9M reactions from patents (1976-2016). The task is: Predict the reactants needed to synthesize the given product. The reactants are: [CH3:1][C@H:2]1[CH2:6][CH2:5][CH2:4][N:3]1[CH:7]1[CH2:11][CH2:10][C@H:9]([C:12]2[CH:17]=[CH:16][C:15]([NH2:18])=[CH:14][CH:13]=2)[CH2:8]1.[Cl:19][C:20]1[CH:28]=[CH:27][C:23]([C:24](Cl)=[O:25])=[CH:22][CH:21]=1. Given the product [Cl:19][C:20]1[CH:28]=[CH:27][C:23]([C:24]([NH:18][C:15]2[CH:16]=[CH:17][C:12]([C@H:9]3[CH2:10][CH2:11][CH:7]([N:3]4[CH2:4][CH2:5][CH2:6][C@@H:2]4[CH3:1])[CH2:8]3)=[CH:13][CH:14]=2)=[O:25])=[CH:22][CH:21]=1, predict the reactants needed to synthesize it.